This data is from Reaction yield outcomes from USPTO patents with 853,638 reactions. The task is: Predict the reaction yield, written as a fraction of the theoretical maximum amount of product (1.0 means a 100% yield; for example, 0.34 means a 34% yield). (1) The reactants are [CH3:1][C@:2]12[C:10]([C:11]3([CH2:14]/[CH:15]=[CH:16]/[C:17]([OH:26])([C:22]([F:25])([F:24])[F:23])[C:18]([F:21])([F:20])[F:19])[CH2:13][CH2:12]3)=[CH:9][CH2:8][C@H:7]1[C@@H:6]([OH:27])[CH2:5][CH2:4][CH2:3]2.[Cr](O[Cr]([O-])(=O)=O)([O-])(=O)=O.[NH+]1C=CC=CC=1.[NH+]1C=CC=CC=1. The catalyst is ClCCl. The product is [CH3:1][C@:2]12[C:10]([C:11]3([CH2:14]/[CH:15]=[CH:16]/[C:17]([OH:26])([C:18]([F:19])([F:20])[F:21])[C:22]([F:23])([F:24])[F:25])[CH2:13][CH2:12]3)=[CH:9][CH2:8][C@H:7]1[C:6](=[O:27])[CH2:5][CH2:4][CH2:3]2. The yield is 0.920. (2) The reactants are [NH2:1][C@@:2]([C:6]1[CH:15]=[CH:14][C:13]2[C:8](=[CH:9][CH:10]=[C:11]([O:20][C@H:21]3[CH2:26][CH2:25][C@H:24]([CH:27]4[CH2:32][CH2:31][CH2:30][CH2:29][CH2:28]4)[CH2:23][CH2:22]3)[C:12]=2[C:16]([F:19])([F:18])[F:17])[CH:7]=1)([CH3:5])[CH2:3][OH:4].C(Cl)Cl.[C:36]([O:40][C:41](O[C:41]([O:40][C:36]([CH3:39])([CH3:38])[CH3:37])=[O:42])=[O:42])([CH3:39])([CH3:38])[CH3:37].C(=O)([O-])[O-].[K+].[K+].O. No catalyst specified. The product is [CH:27]1([C@H:24]2[CH2:25][CH2:26][C@H:21]([O:20][C:11]3[C:12]([C:16]([F:18])([F:19])[F:17])=[C:13]4[C:8](=[CH:9][CH:10]=3)[CH:7]=[C:6]([C@:2]([NH:1][C:41](=[O:42])[O:40][C:36]([CH3:39])([CH3:38])[CH3:37])([CH3:5])[CH2:3][OH:4])[CH:15]=[CH:14]4)[CH2:22][CH2:23]2)[CH2:32][CH2:31][CH2:30][CH2:29][CH2:28]1. The yield is 0.770.